Task: Predict the product of the given reaction.. Dataset: Forward reaction prediction with 1.9M reactions from USPTO patents (1976-2016) Given the reactants C(N(CC1C=CC=CC=1)C1([CH2:14][NH:15][C:16]2[C:25]3[C:20](=[CH:21][CH:22]=[C:23](C)[CH:24]=3)[N:19]=[C:18]([N:27]3[CH2:33][C:32]4[CH:34]=[CH:35][CH:36]=[CH:37][C:31]=4[S:30](=[O:39])(=[O:38])[CH2:29][CH2:28]3)[CH:17]=2)CCOC1)C1C=CC=CC=1.N[C@H]1[C@H:52]([OH:53])[CH2:51][N:50](C(OCC2C=CC=CC=2)=O)[CH2:49]1, predict the reaction product. The product is: [O:38]=[S:30]1(=[O:39])[C:31]2[CH:37]=[CH:36][CH:35]=[CH:34][C:32]=2[CH2:33][N:27]([C:18]2[CH:17]=[C:16]([NH:15][C@@H:14]3[CH2:49][NH:50][CH2:51][C@H:52]3[OH:53])[C:25]3[C:20](=[CH:21][CH:22]=[CH:23][CH:24]=3)[N:19]=2)[CH2:28][CH2:29]1.